Dataset: Reaction yield outcomes from USPTO patents with 853,638 reactions. Task: Predict the reaction yield, written as a fraction of the theoretical maximum amount of product (1.0 means a 100% yield; for example, 0.34 means a 34% yield). (1) The reactants are [CH2:1]([Si:4]([CH2:30][CH:31]=[CH2:32])([CH2:27][CH:28]=[CH2:29])[CH2:5][CH2:6][CH2:7][Si:8]([CH2:14][CH2:15][CH2:16][Si:17]([CH2:24][CH:25]=[CH2:26])([CH2:21][CH:22]=[CH2:23])[CH2:18][CH:19]=[CH2:20])([C:10]([CH3:13])([CH3:12])[CH3:11])[OH:9])[CH:2]=[CH2:3].[CH2:33](N(CC)CC)C.C(OCC)C.Cl. The catalyst is C1COCC1. The product is [CH2:21]([Si:17]([CH2:18][CH:19]=[CH2:20])([CH2:24][CH:25]=[CH2:26])[CH2:16][CH2:15][CH2:14][Si:8]([CH2:7][CH2:6][CH2:5][Si:4]([CH2:1][CH:2]=[CH2:3])([CH2:30][CH:31]=[CH2:32])[CH2:27][CH:28]=[CH2:29])([C:10]([CH3:11])([CH3:12])[CH3:13])[O:9][CH3:33])[CH:22]=[CH2:23]. The yield is 0.330. (2) The reactants are [CH3:1][O:2][C:3]([C:5]1[CH:13]=[CH:12][C:8]([C:9]([OH:11])=O)=[CH:7][CH:6]=1)=[O:4].[NH2:14][C@@H:15]([CH2:25][CH2:26][CH2:27][N:28]([C@@H:32]1[CH2:34][C@H:33]1[C:35]1[CH:40]=[CH:39][C:38]([F:41])=[CH:37][CH:36]=1)[CH2:29][CH:30]=[CH2:31])[C:16]([N:18]1[CH2:23][CH2:22][CH:21]([OH:24])[CH2:20][CH2:19]1)=[O:17]. No catalyst specified. The product is [F:41][C:38]1[CH:39]=[CH:40][C:35]([C@@H:33]2[CH2:34][C@H:32]2[N:28]([CH2:29][CH:30]=[CH2:31])[CH2:27][CH2:26][CH2:25][C@H:15]([NH:14][C:9]([C:8]2[CH:7]=[CH:6][C:5]([C:3]([O:2][CH3:1])=[O:4])=[CH:13][CH:12]=2)=[O:11])[C:16]([N:18]2[CH2:19][CH2:20][CH:21]([OH:24])[CH2:22][CH2:23]2)=[O:17])=[CH:36][CH:37]=1. The yield is 0.590. (3) The reactants are I[CH2:2][C@@H:3]([CH3:17])[CH2:4][N:5]1[C:10]2[CH:11]=[C:12]([CH3:15])[CH:13]=[CH:14][C:9]=2[O:8][CH2:7][C:6]1=[O:16].CCN(CC)CC.[CH2:25]([CH:29]1[CH2:34][CH2:33][NH:32][CH2:31][CH2:30]1)[CH2:26][CH2:27][CH3:28]. The catalyst is C(Cl)Cl.CC(C)=O.CO. The product is [CH2:25]([CH:29]1[CH2:34][CH2:33][N:32]([CH2:2][C@@H:3]([CH3:17])[CH2:4][N:5]2[C:10]3[CH:11]=[C:12]([CH3:15])[CH:13]=[CH:14][C:9]=3[O:8][CH2:7][C:6]2=[O:16])[CH2:31][CH2:30]1)[CH2:26][CH2:27][CH3:28]. The yield is 0.840. (4) The reactants are CS(C)=O.C(Cl)(=O)C(Cl)=O.[CH3:11][O:12][C:13]([C:15]1[S:16][C:17]([CH2:20][CH2:21][CH2:22][C@H:23]2[C@H:27](Cl)[CH2:26][C@@H:25]([OH:29])[C@@H:24]2[C:30]2[CH:35]=[CH:34][C:33]([CH:36]([O:42][CH2:43][C:44]3[CH:49]=[CH:48][C:47]([O:50][CH3:51])=[CH:46][CH:45]=3)[CH2:37][CH2:38][CH2:39][CH2:40][CH3:41])=[CH:32][CH:31]=2)=[CH:18][CH:19]=1)=[O:14].CCN(CC)CC. The catalyst is C(Cl)Cl.O. The product is [CH3:11][O:12][C:13]([C:15]1[S:16][C:17]([CH2:20][CH2:21][CH2:22][C@@H:23]2[C@@H:24]([C:30]3[CH:35]=[CH:34][C:33]([CH:36]([O:42][CH2:43][C:44]4[CH:49]=[CH:48][C:47]([O:50][CH3:51])=[CH:46][CH:45]=4)[CH2:37][CH2:38][CH2:39][CH2:40][CH3:41])=[CH:32][CH:31]=3)[C:25](=[O:29])[CH:26]=[CH:27]2)=[CH:18][CH:19]=1)=[O:14]. The yield is 0.990. (5) The yield is 0.710. The reactants are [Cl-].O[NH3+:3].[C:4](=[O:7])([O-])[OH:5].[Na+].CS(C)=O.[CH2:13]([C:15]1[N:16]=[C:17]([CH2:46][CH2:47][CH3:48])[N:18]([CH2:31][C:32]2[CH:37]=[CH:36][C:35]([C:38]3[C:39]([C:44]#[N:45])=[CH:40][CH:41]=[CH:42][CH:43]=3)=[CH:34][CH:33]=2)[C:19](=[O:30])[C:20]=1[O:21][C:22]1[CH:27]=[CH:26][C:25]([CH2:28][CH3:29])=[CH:24][CH:23]=1)[CH3:14]. The product is [CH2:13]([C:15]1[N:16]=[C:17]([CH2:46][CH2:47][CH3:48])[N:18]([CH2:31][C:32]2[CH:37]=[CH:36][C:35]([C:38]3[CH:43]=[CH:42][CH:41]=[CH:40][C:39]=3[C:44]3[NH:3][C:4](=[O:7])[O:5][N:45]=3)=[CH:34][CH:33]=2)[C:19](=[O:30])[C:20]=1[O:21][C:22]1[CH:23]=[CH:24][C:25]([CH2:28][CH3:29])=[CH:26][CH:27]=1)[CH3:14]. The catalyst is C(OCC)(=O)C. (6) The reactants are [Cl:1][C:2]1[CH:3]=[N:4][N:5]([CH3:31])[C:6]=1[C:7]1[CH:17]=[C:16]([NH:18][C:19](=[O:30])[C:20]2[CH:25]=[CH:24][CH:23]=[C:22]([C:26]([F:29])([F:28])[F:27])[CH:21]=2)[CH:15]=[CH:14][C:8]=1[O:9][CH2:10][C:11](O)=[O:12].C(N(CC)C(C)C)(C)C.[CH3:41][O:42][CH2:43][CH2:44][NH2:45]. The catalyst is ClCCl.C(OCC)(=O)C. The product is [Cl:1][C:2]1[CH:3]=[N:4][N:5]([CH3:31])[C:6]=1[C:7]1[CH:17]=[C:16]([NH:18][C:19](=[O:30])[C:20]2[CH:25]=[CH:24][CH:23]=[C:22]([C:26]([F:27])([F:28])[F:29])[CH:21]=2)[CH:15]=[CH:14][C:8]=1[O:9][CH2:10][C:11]([NH:45][CH2:44][CH2:43][O:42][CH3:41])=[O:12]. The yield is 0.840. (7) The reactants are [Cl:1][C:2]1[CH:7]=[C:6]2[NH:8][C:9](=[O:37])[C:10]3([CH:15]([C:16]4[CH:21]=[CH:20][CH:19]=[C:18]([Cl:22])[CH:17]=4)[CH2:14][C:13](=[O:23])[NH:12][CH:11]3[C:24]3[C:29]([O:30][CH2:31][CH2:32][O:33]C)=[CH:28][CH:27]=[C:26]([F:35])[C:25]=3[F:36])[C:5]2=[CH:4][CH:3]=1.B(Br)(Br)Br. The catalyst is ClCCl. The product is [Cl:1][C:2]1[CH:7]=[C:6]2[NH:8][C:9](=[O:37])[C:10]3([CH:15]([C:16]4[CH:21]=[CH:20][CH:19]=[C:18]([Cl:22])[CH:17]=4)[CH2:14][C:13](=[O:23])[NH:12][CH:11]3[C:24]3[C:29]([O:30][CH2:31][CH2:32][OH:33])=[CH:28][CH:27]=[C:26]([F:35])[C:25]=3[F:36])[C:5]2=[CH:4][CH:3]=1. The yield is 0.393. (8) The reactants are [C:1]([O:5][C:6]([N:8]1[CH2:12][C@@H:11]([O:13][C:14]2[CH:23]=[CH:22][C:21]3[C:16](=[CH:17][CH:18]=[CH:19][CH:20]=3)[CH:15]=2)[CH2:10][C@H:9]1[CH2:24][OH:25])=[O:7])([CH3:4])([CH3:3])[CH3:2].O[C:27]1[CH:32]=[CH:31][C:30]([C:33]([O:35][CH3:36])=[O:34])=[CH:29][N:28]=1.C1C=CC(P(C2C=CC=CC=2)C2C=CC=CC=2)=CC=1.CC(OC(/N=N/C(OC(C)C)=O)=O)C. The catalyst is C1COCC1. The product is [CH3:36][O:35][C:33]([C:30]1[CH:31]=[CH:32][C:27]([O:25][CH2:24][C@@H:9]2[CH2:10][C@H:11]([O:13][C:14]3[CH:23]=[CH:22][C:21]4[C:16](=[CH:17][CH:18]=[CH:19][CH:20]=4)[CH:15]=3)[CH2:12][N:8]2[C:6]([O:5][C:1]([CH3:4])([CH3:3])[CH3:2])=[O:7])=[N:28][CH:29]=1)=[O:34]. The yield is 0.250. (9) The reactants are [N:1]([CH2:4][CH2:5][CH2:6][C:7](=[N:14][NH:15][C:16](=[O:25])[C:17]1[CH:22]=[C:21]([Cl:23])[CH:20]=[CH:19][C:18]=1[CH3:24])[C:8]1[CH:13]=[CH:12][CH:11]=[CH:10][CH:9]=1)=[N+:2]=[N-:3].[C:26](Cl)(=[O:31])[C:27]([CH3:30])([CH3:29])[CH3:28].O. The catalyst is N1C=CC=CC=1. The product is [N:1]([CH2:4][CH2:5][CH2:6][C:7]1([C:8]2[CH:9]=[CH:10][CH:11]=[CH:12][CH:13]=2)[N:14]([C:26](=[O:31])[C:27]([CH3:30])([CH3:29])[CH3:28])[N:15]=[C:16]([C:17]2[CH:22]=[C:21]([Cl:23])[CH:20]=[CH:19][C:18]=2[CH3:24])[O:25]1)=[N+:2]=[N-:3]. The yield is 0.500.